From a dataset of Reaction yield outcomes from USPTO patents with 853,638 reactions. Predict the reaction yield, written as a fraction of the theoretical maximum amount of product (1.0 means a 100% yield; for example, 0.34 means a 34% yield). (1) The reactants are [Br:1][CH2:2][C:3]([NH:5][C:6]1[CH:10]=[C:9]([CH3:11])[O:8][N:7]=1)=O.B.C1COCC1. The catalyst is C1COCC1. The product is [Br:1][CH2:2][CH2:3][NH:5][C:6]1[CH:10]=[C:9]([CH3:11])[O:8][N:7]=1. The yield is 0.300. (2) The reactants are [BH4-].[Na+].[Cl:3][C:4]1[CH:9]=[CH:8][CH:7]=[C:6]([F:10])[C:5]=1[CH:11]1[N:16]2[N:17]=[CH:18][N:19]=[C:15]2[NH:14][C:13]([C:20]2[CH:25]=[CH:24][C:23]([Cl:26])=[CH:22][CH:21]=2)=[CH:12]1. The catalyst is CO.O. The product is [Cl:3][C:4]1[CH:9]=[CH:8][CH:7]=[C:6]([F:10])[C:5]=1[C@H:11]1[N:16]2[N:17]=[CH:18][N:19]=[C:15]2[NH:14][C@@H:13]([C:20]2[CH:25]=[CH:24][C:23]([Cl:26])=[CH:22][CH:21]=2)[CH2:12]1. The yield is 0.890. (3) The reactants are [Cl:1][C:2]1[CH:15]=[CH:14][CH:13]=[CH:12][C:3]=1[CH2:4][NH:5][C:6]1[S:7][CH2:8][C:9](=[O:11])[N:10]=1.[N:16]1[C:25]2[C:20](=[N:21][C:22]([CH:26]=O)=[CH:23][CH:24]=2)[CH:19]=[CH:18][CH:17]=1.C(O)(=O)C1C=CC=CC=1.N1CCCCC1. The catalyst is C1(C)C=CC=CC=1.CN(C=O)C.O. The product is [Cl:1][C:2]1[CH:15]=[CH:14][CH:13]=[CH:12][C:3]=1[CH2:4][NH:5][C:6]1[S:7][C:8](=[CH:26][C:22]2[CH:23]=[CH:24][C:25]3[C:20](=[CH:19][CH:18]=[CH:17][N:16]=3)[N:21]=2)[C:9](=[O:11])[N:10]=1. The yield is 0.374. (4) The reactants are [F:1][C:2]1[CH:7]=[CH:6][C:5]([C:8]2[C:9](=[O:22])[O:10][CH2:11][C:12]=2[C:13]2[CH:18]=[CH:17][C:16](SC)=[CH:15][C:14]=2[F:21])=[CH:4][CH:3]=1.O[O:24][S:25]([O-:27])=O.[K+].[CH3:29]C(C)=O. The catalyst is O. The product is [F:1][C:2]1[CH:3]=[CH:4][C:5]([C:8]2[C:9](=[O:22])[O:10][CH2:11][C:12]=2[C:13]2[CH:18]=[CH:17][C:16]([S:25]([CH3:29])(=[O:27])=[O:24])=[CH:15][C:14]=2[F:21])=[CH:6][CH:7]=1. The yield is 0.850. (5) The reactants are [C:1]([C:3]1[CH:8]=[CH:7][C:6]([C:9]2([O:12][CH:13]([CH3:15])[CH3:14])[CH2:11][CH2:10]2)=[CH:5][C:4]=1CC)#[CH:2].[CH2:18]([O:20][C:21](=[O:29])[C:22]1[CH:27]=[CH:26][C:25](I)=[CH:24][CH:23]=1)[CH3:19].[CH2:30](N(CC)CC)[CH3:31]. The catalyst is [Cu]I.Cl[Pd](Cl)([P](C1C=CC=CC=1)(C1C=CC=CC=1)C1C=CC=CC=1)[P](C1C=CC=CC=1)(C1C=CC=CC=1)C1C=CC=CC=1. The product is [CH:13]([O:12][C:9]1([C:6]2[CH:5]=[CH:4][C:3]([C:1]#[C:2][C:25]3[CH:26]=[CH:27][C:22]([C:21]([O:20][CH2:18][CH3:19])=[O:29])=[CH:23][CH:24]=3)=[CH:8][C:7]=2[CH2:30][CH3:31])[CH2:10][CH2:11]1)([CH3:14])[CH3:15]. The yield is 0.710. (6) The reactants are [CH3:1][N:2]1[C:6]([N+:7]([O-:9])=[O:8])=[CH:5][C:4]([C:10]#[N:11])=[N:3]1.Cl.[NH2:13][OH:14].C(=O)([O-])[O-].[K+].[K+]. The catalyst is CCO. The product is [OH:14][N:13]=[C:10]([C:4]1[CH:5]=[C:6]([N+:7]([O-:9])=[O:8])[N:2]([CH3:1])[N:3]=1)[NH2:11]. The yield is 0.670. (7) The reactants are [N:1]1[CH:6]=[CH:5][N:4]=[CH:3][C:2]=1[C:7](=O)[CH3:8].C([O-])(=O)C.[NH4+:14]. The catalyst is CO.C([BH3-])#N.[Na+]. The product is [N:1]1[CH:6]=[CH:5][N:4]=[CH:3][C:2]=1[CH:7]([NH2:14])[CH3:8]. The yield is 0.750.